This data is from TCR-epitope binding with 47,182 pairs between 192 epitopes and 23,139 TCRs. The task is: Binary Classification. Given a T-cell receptor sequence (or CDR3 region) and an epitope sequence, predict whether binding occurs between them. (1) The epitope is GPGHKARVL. The TCR CDR3 sequence is CASSLRIYTGELFF. Result: 0 (the TCR does not bind to the epitope). (2) The epitope is KLPDDFTGCV. The TCR CDR3 sequence is CASSYSSGANQPQHF. Result: 1 (the TCR binds to the epitope). (3) Result: 1 (the TCR binds to the epitope). The TCR CDR3 sequence is CASSLDSGQGGTGELFF. The epitope is SEPVLKGVKL. (4) The epitope is VLWAHGFEL. The TCR CDR3 sequence is CASSLGPGQGPDTQYF. Result: 1 (the TCR binds to the epitope). (5) The epitope is IYSKHTPINL. The TCR CDR3 sequence is CASSQAAGVLDEQYF. Result: 0 (the TCR does not bind to the epitope). (6) The TCR CDR3 sequence is CASSLGGGSTDTQYF. The epitope is FLPRVFSAV. Result: 1 (the TCR binds to the epitope). (7) The epitope is TVYDPLQPELDSFK. The TCR CDR3 sequence is CASSPQLDEQFF. Result: 1 (the TCR binds to the epitope).